Task: Predict the product of the given reaction.. Dataset: Forward reaction prediction with 1.9M reactions from USPTO patents (1976-2016) (1) Given the reactants [NH2:1][C:2]1[CH:3]=[C:4]([CH:8]=[CH:9][C:10]=1[NH2:11])[C:5]([OH:7])=[O:6].[CH3:12][C:13]1[CH:14]=[C:15]2[C:24]3[C:22]([CH:23]=1)=[CH:21][C:20]([CH3:25])=[CH:19][C:18]=3[C:17](=O)[C:16]2=O, predict the reaction product. The product is: [CH3:12][C:13]1[CH:23]=[C:22]2[C:24]3=[C:15]([C:16]4[C:17]([C:18]3=[CH:19][C:20]([CH3:25])=[CH:21]2)=[N:1][C:2]2[C:10](=[CH:9][CH:8]=[C:4]([C:5]([OH:7])=[O:6])[CH:3]=2)[N:11]=4)[CH:14]=1. (2) Given the reactants C(C1C=C([NH:10][C:11]([NH:13][C:14]2[CH:19]=[CH:18][C:17]([Cl:20])=[CH:16][CH:15]=2)=[O:12])N(C2C=C(C=CC=2)C(OCC)=O)N=1)(C)(C)C.[H-].[H-].[H-].[H-].[Li+].[Al+3], predict the reaction product. The product is: [Cl:20][C:17]1[CH:16]=[CH:15][C:14]([NH:13][C:11](=[O:12])[NH2:10])=[CH:19][CH:18]=1. (3) Given the reactants [C:1]1([NH2:8])[CH:6]=[CH:5][CH:4]=[CH:3][C:2]=1[NH2:7].C(Cl)CCl.[CH2:13]([N:20]1[CH2:25][CH2:24][CH:23]=[C:22]([CH2:26][CH2:27][C:28](O)=[O:29])[C:21]1=[O:31])[C:14]1[CH:19]=[CH:18][CH:17]=[CH:16][CH:15]=1, predict the reaction product. The product is: [NH2:7][C:2]1[CH:3]=[CH:4][CH:5]=[CH:6][C:1]=1[NH:8][C:28](=[O:29])[CH2:27][CH2:26][C:22]1[C:21](=[O:31])[N:20]([CH2:13][C:14]2[CH:15]=[CH:16][CH:17]=[CH:18][CH:19]=2)[CH2:25][CH2:24][CH:23]=1. (4) The product is: [Cl:1][C:2]1[S:6][C:5]2[C:7]3([O:28][CH2:29][C:30]([F:32])([F:31])[C:4]=2[CH:3]=1)[CH2:12][CH2:11][N:10]([CH2:13][C:14]1[C:15]([CH3:27])=[N:16][N:17]([C:19]2[C:24]([CH2:25][OH:26])=[CH:23][CH:22]=[CH:21][N:20]=2)[CH:18]=1)[CH2:9][CH2:8]3. Given the reactants [Cl:1][C:2]1[S:6][C:5]2[C:7]3([O:28][CH2:29][C:30]([F:32])([F:31])[C:4]=2[CH:3]=1)[CH2:12][CH2:11][N:10]([CH2:13][C:14]1[C:15]([CH3:27])=[N:16][N:17]([C:19]2[C:24]([CH:25]=[O:26])=[CH:23][CH:22]=[CH:21][N:20]=2)[CH:18]=1)[CH2:9][CH2:8]3.[BH4-].[Na+].CO, predict the reaction product. (5) Given the reactants [OH:1][C:2]1[C:7]([O:8][CH3:9])=[CH:6][C:5]([CH3:10])=[CH:4][C:3]=1[C:11]1[C:20]2[C:15](=[CH:16][CH:17]=[CH:18][CH:19]=2)[CH:14]=[CH:13][C:12]=1[OH:21].C(N([CH2:27][CH3:28])CC)C.Cl[P:30]1[O:36][C:35]2[CH:37]=[CH:38][CH:39]=[CH:40][C:34]=2[C:33]2[CH:41]=[CH:42][CH:43]=[CH:44][C:32]=2[O:31]1, predict the reaction product. The product is: [CH:41]1[C:33]2[C:34]3[CH:40]=[CH:39][CH:38]=[CH:37][C:35]=3[O:36][P:30]([O:1][C:2]3[C:7]([O:8][CH3:9])=[CH:6][C:5]([CH3:10])=[CH:4][C:3]=3[C:11]3[C:20]4[C:15](=[CH:16][CH:17]=[CH:18][CH:19]=4)[CH:14]=[CH:13][C:12]=3[O:21][P:30]3[O:31][C:32]4[CH:44]=[CH:43][CH:42]=[CH:41][C:33]=4[C:34]4[CH:35]=[CH:37][CH:38]=[CH:27][C:28]=4[O:36]3)[O:31][C:32]=2[CH:44]=[CH:43][CH:42]=1. (6) Given the reactants [C:1]([O:5][C:6]([N:8]1[CH2:12][CH2:11][C@H:10]([CH:13]=[O:14])[CH2:9]1)=[O:7])([CH3:4])([CH3:3])[CH3:2].[CH:15]1([Mg]Cl)[CH2:20][CH2:19][CH2:18][CH2:17][CH2:16]1, predict the reaction product. The product is: [C:1]([O:5][C:6]([N:8]1[CH2:12][CH2:11][C@H:10]([C@H:13]([CH:15]2[CH2:20][CH2:19][CH2:18][CH2:17][CH2:16]2)[OH:14])[CH2:9]1)=[O:7])([CH3:4])([CH3:3])[CH3:2].[C:1]([O:5][C:6]([N:8]1[CH2:12][CH2:11][C@H:10]([C@@H:13]([CH:15]2[CH2:20][CH2:19][CH2:18][CH2:17][CH2:16]2)[OH:14])[CH2:9]1)=[O:7])([CH3:4])([CH3:3])[CH3:2].